Predict the product of the given reaction. From a dataset of Forward reaction prediction with 1.9M reactions from USPTO patents (1976-2016). (1) Given the reactants C(O)(=O)C(CC(O)=O)O.[C:10]1([C@@H:16]([CH3:19])[CH2:17][NH2:18])[CH:15]=[CH:14][CH:13]=[CH:12][CH:11]=1.[OH-].[Na+], predict the reaction product. The product is: [C:10]1([C@@H:16]([CH3:19])[CH2:17][NH2:18])[CH:15]=[CH:14][CH:13]=[CH:12][CH:11]=1. (2) Given the reactants [CH:1]1([CH2:7][C@H:8]([NH:12][C:13](=[O:19])[O:14][C:15]([CH3:18])([CH3:17])[CH3:16])[C@H:9]2[CH2:11][O:10]2)[CH2:6][CH2:5][CH2:4][CH2:3][CH2:2]1.[N-:20]=[N+:21]=[N-:22].[Na+].[Cl-].[NH4+], predict the reaction product. The product is: [C:15]([O:14][C:13]([NH:12][C@@H:8]([CH2:7][CH:1]1[CH2:6][CH2:5][CH2:4][CH2:3][CH2:2]1)[C@H:9]([OH:10])[CH2:11][N:20]=[N+:21]=[N-:22])=[O:19])([CH3:18])([CH3:17])[CH3:16]. (3) Given the reactants [F:1][C:2]1[CH:18]=[CH:17][CH:16]=[CH:15][C:3]=1[C:4]([NH:6][NH:7]C(OC(C)(C)C)=O)=[S:5].[F:19][C:20]([F:25])([F:24])[C:21]([OH:23])=[O:22], predict the reaction product. The product is: [F:19][C:20]([F:25])([F:24])[C:21]([OH:23])=[O:22].[F:1][C:2]1[CH:18]=[CH:17][CH:16]=[CH:15][C:3]=1[C:4]([NH:6][NH2:7])=[S:5].